From a dataset of Forward reaction prediction with 1.9M reactions from USPTO patents (1976-2016). Predict the product of the given reaction. (1) The product is: [C:10]([O-:17])(=[O:16])/[CH:11]=[CH:12]/[CH:13]=[CH:14]/[CH3:15].[C:1]([O-:4])(=[O:3])[CH3:2].[Ca+2:5]. Given the reactants [C:1]([O-:4])(=[O:3])[CH3:2].[Ca+2:5].C([O-])(=O)C.[C:10]([O-:17])(=[O:16])/[CH:11]=[CH:12]/[CH:13]=[CH:14]/[CH3:15].[K+], predict the reaction product. (2) Given the reactants [NH2:1][C:2]1[CH:7]=[CH:6][CH:5]=[CH:4][C:3]=1[NH:8][S:9]([C:12]1[CH:17]=[CH:16][C:15]([Cl:18])=[CH:14][CH:13]=1)(=[O:11])=[O:10].[Cl:19][C:20]1[CH:25]=[CH:24][C:23]([C:26]([F:29])([F:28])[F:27])=[CH:22][C:21]=1[S:30](Cl)(=[O:32])=[O:31], predict the reaction product. The product is: [Cl:19][C:20]1[CH:25]=[CH:24][C:23]([C:26]([F:28])([F:27])[F:29])=[CH:22][C:21]=1[S:30]([NH:1][C:2]1[CH:7]=[CH:6][CH:5]=[CH:4][C:3]=1[NH:8][S:9]([C:12]1[CH:13]=[CH:14][C:15]([Cl:18])=[CH:16][CH:17]=1)(=[O:11])=[O:10])(=[O:32])=[O:31]. (3) Given the reactants [C:1]([C@H:5]1[CH2:10][CH2:9][C@H:8]([N:11]([C:28](=[O:41])[CH2:29][C:30]2[CH:35]=[CH:34][C:33]([O:36][C:37]([F:40])([F:39])[F:38])=[CH:32][CH:31]=2)[CH:12]2[C:20]3[C:15](=[CH:16][C:17]([C:21](OCCCC)=[O:22])=[CH:18][CH:19]=3)[CH2:14][CH2:13]2)[CH2:7][CH2:6]1)([CH3:4])([CH3:3])[CH3:2].[Li+].[OH-].[NH2:44][C:45]1[NH:49][N:48]=[N:47][N:46]=1, predict the reaction product. The product is: [C:1]([C@H:5]1[CH2:10][CH2:9][C@H:8]([N:11]([C:28](=[O:41])[CH2:29][C:30]2[CH:35]=[CH:34][C:33]([O:36][C:37]([F:40])([F:39])[F:38])=[CH:32][CH:31]=2)[CH:12]2[C:20]3[C:15](=[CH:16][C:17]([C:21]([NH:44][C:45]4[NH:49][N:48]=[N:47][N:46]=4)=[O:22])=[CH:18][CH:19]=3)[CH2:14][CH2:13]2)[CH2:7][CH2:6]1)([CH3:4])([CH3:3])[CH3:2]. (4) Given the reactants Br[C:2]1[C:6]2[CH:7]=[N:8][C:9]([NH2:23])=[C:10]([O:11][C@@H:12]([C:14]3[C:19]([Cl:20])=[CH:18][CH:17]=[C:16]([F:21])[C:15]=3[Cl:22])[CH3:13])[C:5]=2[O:4][CH:3]=1.[C:24]([C:27]1[S:28][CH:29]=[C:30](B(O)O)[CH:31]=1)([OH:26])=[O:25].C(=O)([O-])[O-].[K+].[K+].O1CCOCC1.O.ClCCl, predict the reaction product. The product is: [NH2:23][C:9]1[N:8]=[CH:7][C:6]2[C:2]([C:30]3[CH:31]=[C:27]([C:24]([OH:26])=[O:25])[S:28][CH:29]=3)=[CH:3][O:4][C:5]=2[C:10]=1[O:11][C@@H:12]([C:14]1[C:19]([Cl:20])=[CH:18][CH:17]=[C:16]([F:21])[C:15]=1[Cl:22])[CH3:13]. (5) Given the reactants [CH3:1][N:2]([CH2:4][C:5]1[CH:10]=[CH:9][C:8]([C:11]2[N:19]3[C:14]([CH:15]=[CH:16][CH:17]=[CH:18]3)=[CH:13][C:12]=2[CH:20]([N:22]2[C:26]3=[N:27][CH:28]=[N:29][C:30]([NH2:31])=[C:25]3[C:24](I)=[N:23]2)[CH3:21])=[CH:7][CH:6]=1)[CH3:3].[F:33][C:34]1[CH:35]=[C:36](B(O)O)[CH:37]=[C:38]([OH:40])[CH:39]=1.CCO.C([O-])([O-])=O.[Na+].[Na+], predict the reaction product. The product is: [NH2:31][C:30]1[N:29]=[CH:28][N:27]=[C:26]2[N:22]([CH:20]([C:12]3[CH:13]=[C:14]4[N:19]([C:11]=3[C:8]3[CH:9]=[CH:10][C:5]([CH2:4][N:2]([CH3:3])[CH3:1])=[CH:6][CH:7]=3)[CH:18]=[CH:17][CH:16]=[CH:15]4)[CH3:21])[N:23]=[C:24]([C:36]3[CH:37]=[C:38]([OH:40])[CH:39]=[C:34]([F:33])[CH:35]=3)[C:25]=12. (6) Given the reactants [CH2:1]([O:8][C:9]1[CH:14]=[CH:13][C:12]([C:15]2[CH:16]=[C:17]3[C:21](=[CH:22][C:23]=2[Cl:24])[NH:20][C:19]([CH2:25][C:26]2[CH:27]=[CH:28][C:29]([CH3:36])=[C:30]([CH:35]=2)[C:31]([O:33]C)=[O:32])=[CH:18]3)=[C:11]([F:37])[CH:10]=1)[C:2]1[CH:7]=[CH:6][CH:5]=[CH:4][CH:3]=1.[OH-].[Na+], predict the reaction product. The product is: [CH2:1]([O:8][C:9]1[CH:14]=[CH:13][C:12]([C:15]2[CH:16]=[C:17]3[C:21](=[CH:22][C:23]=2[Cl:24])[NH:20][C:19]([CH2:25][C:26]2[CH:27]=[CH:28][C:29]([CH3:36])=[C:30]([CH:35]=2)[C:31]([OH:33])=[O:32])=[CH:18]3)=[C:11]([F:37])[CH:10]=1)[C:2]1[CH:7]=[CH:6][CH:5]=[CH:4][CH:3]=1. (7) Given the reactants CCN(C(C)C)C(C)C.F[C:11]1[C:16]([N+:17]([O-:19])=[O:18])=[CH:15][C:14]([NH:20][C:21]2[N:26]=[C:25]([C:27]3[C:35]4[C:30](=[CH:31][CH:32]=[CH:33][CH:34]=4)[N:29]([CH3:36])[CH:28]=3)[CH:24]=[CH:23][N:22]=2)=[C:13]([O:37][CH3:38])[CH:12]=1.[CH3:39][N:40]1[CH2:44][C@@H:43]2[NH:45][CH2:46][CH2:47][C@@H:42]2[CH2:41]1, predict the reaction product. The product is: [CH3:39][N:40]1[CH2:41][C@@H:42]2[C@@H:43]([N:45]([C:11]3[C:16]([N+:17]([O-:19])=[O:18])=[CH:15][C:14]([NH:20][C:21]4[N:26]=[C:25]([C:27]5[C:35]6[C:30](=[CH:31][CH:32]=[CH:33][CH:34]=6)[N:29]([CH3:36])[CH:28]=5)[CH:24]=[CH:23][N:22]=4)=[C:13]([O:37][CH3:38])[CH:12]=3)[CH2:46][CH2:47]2)[CH2:44]1. (8) Given the reactants CC(=CC)C.P([O-])(O)(O)=O.[Na+].[Cl:12][C:13]1[N:18]=[C:17]([CH3:19])[C:16]([O:20][CH2:21][C@@:22]2([C:27]3[CH:32]=[CH:31][CH:30]=[C:29]([F:33])[CH:28]=3)[CH2:24][C@H:23]2[CH:25]=[O:26])=[CH:15][N:14]=1.Cl([O-])=[O:35].[Na+], predict the reaction product. The product is: [Cl:12][C:13]1[N:18]=[C:17]([CH3:19])[C:16]([O:20][CH2:21][C@@:22]2([C:27]3[CH:32]=[CH:31][CH:30]=[C:29]([F:33])[CH:28]=3)[CH2:24][C@H:23]2[C:25]([OH:35])=[O:26])=[CH:15][N:14]=1. (9) Given the reactants [NH2:1][C@@H:2]([CH2:22][CH:23]([CH3:25])[CH3:24])[C:3]([N:5]([C@H:7]1[CH2:11][CH2:10][N:9]([C:12]2[CH:17]=[CH:16][N:15]3[N:18]=[CH:19][C:20](Br)=[C:14]3[N:13]=2)[CH2:8]1)[CH3:6])=[O:4].[CH3:26][O:27][C:28]1[C:33](B(O)O)=[CH:32][CH:31]=[CH:30][N:29]=1.C(=O)([O-])[O-].[K+].[K+].CC(C1C=C(C(C)C)C(C2C=CC=CC=2P(C2CCCCC2)C2CCCCC2)=C(C(C)C)C=1)C, predict the reaction product. The product is: [NH2:1][C@@H:2]([CH2:22][CH:23]([CH3:25])[CH3:24])[C:3]([N:5]([C@H:7]1[CH2:11][CH2:10][N:9]([C:12]2[CH:17]=[CH:16][N:15]3[N:18]=[CH:19][C:20]([C:33]4[C:28]([O:27][CH3:26])=[N:29][CH:30]=[CH:31][CH:32]=4)=[C:14]3[N:13]=2)[CH2:8]1)[CH3:6])=[O:4]. (10) Given the reactants [NH:1]1[C:5]2[CH:6]=[CH:7][CH:8]=[C:9]([N:10]3[C:14]4=[N:15][CH:16]=[N:17][C:18](O)=[C:13]4[CH:12]=[N:11]3)[C:4]=2[N:3]=[CH:2]1.P(Cl)(Cl)([Cl:22])=O, predict the reaction product. The product is: [NH:1]1[C:5]2[CH:6]=[CH:7][CH:8]=[C:9]([N:10]3[C:14]4=[N:15][CH:16]=[N:17][C:18]([Cl:22])=[C:13]4[CH:12]=[N:11]3)[C:4]=2[N:3]=[CH:2]1.